From a dataset of Experimental lipophilicity measurements (octanol/water distribution) for 4,200 compounds from AstraZeneca. Regression/Classification. Given a drug SMILES string, predict its absorption, distribution, metabolism, or excretion properties. Task type varies by dataset: regression for continuous measurements (e.g., permeability, clearance, half-life) or binary classification for categorical outcomes (e.g., BBB penetration, CYP inhibition). For this dataset (lipophilicity_astrazeneca), we predict Y. (1) The compound is CCNC(=O)c1cc2c(-n3ccc(C(F)(F)F)n3)c(-c3cncc(-c4n[nH]c(=O)o4)c3)cnc2[nH]1. The Y is 1.65 logD. (2) The drug is Cc1cc(CN2Cc3ccccc3C2C(=O)Nc2ccc(Cl)cc2Cl)ccc1OCC(=O)O. The Y is 2.62 logD. (3) The compound is CCCCCC[C@H]1OC(=O)CNC(=O)[C@@H]([C@H](C)O)NC(=O)[C@H](CO)NC(=O)[C@H]([C@H](C)CC)NC(=O)[C@H](CC(C)C)N(C)C(=O)[C@@H]1C. The Y is 3.20 logD. (4) The compound is Cc1c[nH]c(-c2cnc(NCCNc3ccc(C#N)cn3)nc2-c2ccc(Cl)cc2Cl)n1. The Y is 3.86 logD. (5) The compound is Nc1nnc(-c2cccc(Cl)c2Cl)c(N)n1. The Y is 1.38 logD. (6) The drug is C[C@H]1O[C@@H](n2cnc3c(N)nc(O[C@H]4CC[C@H](C)CC4)nc32)[C@H](O)[C@@H]1O. The Y is 2.35 logD.